Task: Predict the product of the given reaction.. Dataset: Forward reaction prediction with 1.9M reactions from USPTO patents (1976-2016) (1) The product is: [CH3:42][CH:43]([CH2:46][CH3:47])[CH2:44][NH:45][C:1](=[O:11])/[CH:2]=[CH:3]\[CH2:4][CH2:5][C:6]#[C:7][C:8]#[CH:9]. Given the reactants [C:1]([OH:11])(=O)/[CH:2]=[CH:3]\[CH2:4][CH2:5][C:6]#[C:7][C:8]#[CH:9].CCN(CC)CC.Cl.C(N=C=NCCCN(C)C)C.O.N1(O)C2C=CC=CC=2N=N1.[CH3:42][CH:43]([CH2:46][CH3:47])[CH2:44][NH2:45], predict the reaction product. (2) Given the reactants C[O:2][C:3](=[O:35])[C:4]1[CH:9]=[C:8]([Cl:10])[C:7]([O:11][C:12]2[C:17]([C:18]([N:20]3[C:29]4[C:24](=[CH:25][CH:26]=[CH:27][CH:28]=4)[N:23]([CH:30]4[CH2:32][CH2:31]4)[CH2:22][CH2:21]3)=[O:19])=[CH:16][N:15]=[C:14]([CH3:33])[CH:13]=2)=[CH:6][C:5]=1[Cl:34].O.O.[OH-].[Li+].Cl, predict the reaction product. The product is: [Cl:34][C:5]1[CH:6]=[C:7]([O:11][C:12]2[C:17]([C:18]([N:20]3[C:29]4[C:24](=[CH:25][CH:26]=[CH:27][CH:28]=4)[N:23]([CH:30]4[CH2:31][CH2:32]4)[CH2:22][CH2:21]3)=[O:19])=[CH:16][N:15]=[C:14]([CH3:33])[CH:13]=2)[C:8]([Cl:10])=[CH:9][C:4]=1[C:3]([OH:35])=[O:2]. (3) Given the reactants [F:1][C:2]1[CH:3]=[CH:4][C:5]([C:8]([C:10]2[C:19]([N+:20]([O-])=O)=[C:18]3[C:13]([CH:14]=[CH:15][CH:16]=[N:17]3)=[CH:12][CH:11]=2)=[O:9])=[N:6][CH:7]=1, predict the reaction product. The product is: [F:1][C:2]1[CH:3]=[CH:4][C:5]([C:8]([C:10]2[C:19]([NH2:20])=[C:18]3[C:13]([CH:14]=[CH:15][CH:16]=[N:17]3)=[CH:12][CH:11]=2)=[O:9])=[N:6][CH:7]=1. (4) Given the reactants [C:1]12([C:7]3[CH:12]=[CH:11][C:10]([N:13]4[CH2:17][C@H:16]([CH2:18][NH:19][C:20](=[O:22])[CH3:21])[O:15][C:14]4=[O:23])=[CH:9][CH:8]=3)[CH2:6][CH:5]1[CH2:4][NH:3][CH2:2]2.C(Cl)CCl.C1C=CC2N(O)N=NC=2C=1.CN1CCOCC1.[C:45](O)(=[O:48])[CH2:46][OH:47], predict the reaction product. The product is: [OH:48][CH2:45][C:46]([N:3]1[CH2:4][CH:5]2[C:1]([C:7]3[CH:8]=[CH:9][C:10]([N:13]4[CH2:17][C@H:16]([CH2:18][NH:19][C:20](=[O:22])[CH3:21])[O:15][C:14]4=[O:23])=[CH:11][CH:12]=3)([CH2:6]2)[CH2:2]1)=[O:47]. (5) The product is: [CH2:1]([O:3][C:4]1[CH:5]=[C:6]([C:13](=[O:36])[CH2:14][CH2:15][C:16]([NH:18][C:19]2[CH:28]=[C:27]([C:29]3[CH:30]=[CH:31][C:32]([O:35][CH2:45][CH2:44][NH:43][C:42](=[O:47])[O:41][C:37]([CH3:40])([CH3:39])[CH3:38])=[CH:33][CH:34]=3)[C:26]3[C:21](=[CH:22][CH:23]=[CH:24][CH:25]=3)[N:20]=2)=[O:17])[CH:7]=[CH:8][C:9]=1[O:10][CH2:11][CH3:12])[CH3:2]. Given the reactants [CH2:1]([O:3][C:4]1[CH:5]=[C:6]([C:13](=[O:36])[CH2:14][CH2:15][C:16]([NH:18][C:19]2[CH:28]=[C:27]([C:29]3[CH:34]=[CH:33][C:32]([OH:35])=[CH:31][CH:30]=3)[C:26]3[C:21](=[CH:22][CH:23]=[CH:24][CH:25]=3)[N:20]=2)=[O:17])[CH:7]=[CH:8][C:9]=1[O:10][CH2:11][CH3:12])[CH3:2].[C:37]([O:41][C:42](=[O:47])[NH:43][CH2:44][CH2:45]Br)([CH3:40])([CH3:39])[CH3:38].C(=O)([O-])[O-].[K+].[K+].[I-].[K+], predict the reaction product.